Dataset: Catalyst prediction with 721,799 reactions and 888 catalyst types from USPTO. Task: Predict which catalyst facilitates the given reaction. (1) Reactant: [OH:1][CH2:2][CH2:3][N:4]([CH2:17][C:18]([F:21])([F:20])[F:19])[C:5]1[CH:12]=[CH:11][C:8]([C:9]#[N:10])=[C:7]([C:13]([F:16])([F:15])[F:14])[CH:6]=1.O[C:23]1[CH:28]=[CH:27][C:26]([NH:29][C:30](=[O:36])[O:31][C:32]([CH3:35])([CH3:34])[CH3:33])=[CH:25][CH:24]=1.C1CCN(C(N=NC(N2CCCCC2)=O)=O)CC1.C(P(CCCC)CCCC)CCC. Product: [C:9]([C:8]1[CH:11]=[CH:12][C:5]([N:4]([CH2:17][C:18]([F:19])([F:20])[F:21])[CH2:3][CH2:2][O:1][C:23]2[CH:24]=[CH:25][C:26]([NH:29][C:30](=[O:36])[O:31][C:32]([CH3:34])([CH3:33])[CH3:35])=[CH:27][CH:28]=2)=[CH:6][C:7]=1[C:13]([F:15])([F:16])[F:14])#[N:10]. The catalyst class is: 49. (2) Reactant: N1C(C)=CC(C)=CC=1C.CS([Cl:14])(=O)=O.[Cl:15][C:16]1[CH:41]=[CH:40][C:19]([CH2:20][NH:21][C:22]([C:24]2[C:25](=[O:39])[C:26]3[CH:36]=[C:35]([CH2:37]O)[S:34][C:27]=3[N:28]([CH2:30][CH2:31][O:32][CH3:33])[CH:29]=2)=[O:23])=[CH:18][CH:17]=1. Product: [Cl:15][C:16]1[CH:17]=[CH:18][C:19]([CH2:20][NH:21][C:22]([C:24]2[C:25](=[O:39])[C:26]3[CH:36]=[C:35]([CH2:37][Cl:14])[S:34][C:27]=3[N:28]([CH2:30][CH2:31][O:32][CH3:33])[CH:29]=2)=[O:23])=[CH:40][CH:41]=1. The catalyst class is: 18. (3) Reactant: [CH2:1]([O:3][C:4]1[CH:5]=[C:6]2[C:11](=[CH:12][CH:13]=1)[C:10]([NH2:14])=[CH:9][CH:8]=[CH:7]2)[CH3:2].N.[Li].CO. Product: [CH2:1]([O:3][C:4]1[CH2:5][C:6]2[CH:7]=[CH:8][CH:9]=[C:10]([NH2:14])[C:11]=2[CH2:12][CH:13]=1)[CH3:2]. The catalyst class is: 20. (4) Reactant: [CH2:1]([O:3][C:4](=[O:16])[CH2:5][O:6][C:7]1[CH:12]=[CH:11][C:10]([Cl:13])=[CH:9][C:8]=1[C:14]#[N:15])[CH3:2].C([O-])([O-])=O.[K+].[K+]. Product: [CH2:1]([O:3][C:4]([C:5]1[O:6][C:7]2[CH:12]=[CH:11][C:10]([Cl:13])=[CH:9][C:8]=2[C:14]=1[NH2:15])=[O:16])[CH3:2]. The catalyst class is: 3. (5) Reactant: [CH2:1]([O:3][C:4](=[O:25])[CH2:5][O:6][C:7]1[CH:12]=[CH:11][C:10]([C:13](=[O:23])[CH2:14][NH:15][C:16]([O:18][C:19]([CH3:22])([CH3:21])[CH3:20])=[O:17])=[C:9]([OH:24])[CH:8]=1)[CH3:2].[C:26]([O-])([O-])=O.[K+].[K+].CI.[F-].[K+]. Product: [CH2:1]([O:3][C:4](=[O:25])[CH2:5][O:6][C:7]1[CH:12]=[CH:11][C:10]([C:13](=[O:23])[CH2:14][NH:15][C:16]([O:18][C:19]([CH3:21])([CH3:20])[CH3:22])=[O:17])=[C:9]([O:24][CH3:26])[CH:8]=1)[CH3:2]. The catalyst class is: 18.